From a dataset of Forward reaction prediction with 1.9M reactions from USPTO patents (1976-2016). Predict the product of the given reaction. (1) Given the reactants [N:1]1([C:7]2[N:8]=[C:9]([CH2:14][C:15]([O-:17])=O)[NH:10][C:11](=[O:13])[CH:12]=2)[CH2:6][CH2:5][O:4][CH2:3][CH2:2]1.[Na+].[Cl:19][C:20]1[CH:28]=[CH:27][CH:26]=[C:25]2[C:21]=1[CH2:22][CH2:23][NH:24]2.Cl.CN(C)CCCN=C=NCC, predict the reaction product. The product is: [Cl:19][C:20]1[CH:28]=[CH:27][CH:26]=[C:25]2[C:21]=1[CH2:22][CH2:23][N:24]2[C:15](=[O:17])[CH2:14][C:9]1[NH:10][C:11](=[O:13])[CH:12]=[C:7]([N:1]2[CH2:2][CH2:3][O:4][CH2:5][CH2:6]2)[N:8]=1. (2) Given the reactants C(OC([NH:8][CH2:9][CH2:10][O:11][C:12]1[C:13]([C:23]([O:25][CH3:26])=[O:24])=[C:14]([CH3:22])[C:15]([O:18][CH:19]([CH3:21])[CH3:20])=[N:16][CH:17]=1)=O)(C)(C)C.C(O)(C(F)(F)F)=O, predict the reaction product. The product is: [NH2:8][CH2:9][CH2:10][O:11][C:12]1[C:13]([C:23]([O:25][CH3:26])=[O:24])=[C:14]([CH3:22])[C:15]([O:18][CH:19]([CH3:21])[CH3:20])=[N:16][CH:17]=1. (3) The product is: [Br:28][C:25]1[CH:24]=[CH:23][C:22]([CH2:21][CH:17]([NH:16][C:2]2[C:11]([C:12]([OH:14])=[O:13])=[CH:10][C:9]3[C:4](=[CH:5][CH:6]=[C:7]([Cl:15])[CH:8]=3)[N:3]=2)[C:18]([OH:20])=[O:19])=[CH:27][CH:26]=1. Given the reactants Cl[C:2]1[C:11]([C:12]([OH:14])=[O:13])=[CH:10][C:9]2[C:4](=[CH:5][CH:6]=[C:7]([Cl:15])[CH:8]=2)[N:3]=1.[NH2:16][CH:17]([CH2:21][C:22]1[CH:27]=[CH:26][C:25]([Br:28])=[CH:24][CH:23]=1)[C:18]([OH:20])=[O:19], predict the reaction product. (4) Given the reactants [NH2:1][C:2]1[CH:7]=[CH:6][C:5]([S:8][C:9]#[N:10])=[C:4]([Cl:11])[C:3]=1[CH3:12].O.[SH-].[Na+].[BH4-].[Na+].[OH-].[Na+].[Cl:20][C:21]1N=C(Cl)[CH:24]=[CH:23][N:22]=1, predict the reaction product. The product is: [Cl:11][C:4]1[C:3]([CH3:12])=[C:2]([CH:7]=[CH:6][C:5]=1[S:8][C:9]1[CH:24]=[CH:23][N:22]=[C:21]([Cl:20])[N:10]=1)[NH2:1]. (5) Given the reactants [C:1]1([C:7]2([CH2:11][C:12]([OH:14])=O)[CH2:10][CH2:9][CH2:8]2)[CH:6]=[CH:5][CH:4]=[CH:3][CH:2]=1.Cl.[CH3:16][NH:17][O:18][CH3:19].CN(C(ON1N=NC2C=CC=NC1=2)=[N+](C)C)C.F[P-](F)(F)(F)(F)F.C(N(CC)CC)C, predict the reaction product. The product is: [CH3:19][O:18][N:17]([CH3:16])[C:12](=[O:14])[CH2:11][C:7]1([C:1]2[CH:6]=[CH:5][CH:4]=[CH:3][CH:2]=2)[CH2:10][CH2:9][CH2:8]1. (6) Given the reactants [CH2:1]([N:8]1[CH2:13][CH2:12][N:11](C(OC(C)(C)C)=O)[C@H:10]([CH2:21][N:22](CC2C=CC(OC)=CC=2OC)[C:23](=[O:32])[C:24]2[CH:29]=[CH:28][CH:27]=[CH:26][C:25]=2[O:30][CH3:31])[CH2:9]1)[C:2]1[CH:7]=[CH:6][CH:5]=[CH:4][CH:3]=1.C(O)(C(F)(F)F)=O.C(=O)([O-])O.[Na+].C(=O)([O-])[O-].[K+].[K+], predict the reaction product. The product is: [CH2:1]([N:8]1[CH2:13][CH2:12][NH:11][C@H:10]([CH2:21][NH:22][C:23](=[O:32])[C:24]2[CH:29]=[CH:28][CH:27]=[CH:26][C:25]=2[O:30][CH3:31])[CH2:9]1)[C:2]1[CH:7]=[CH:6][CH:5]=[CH:4][CH:3]=1.